This data is from Forward reaction prediction with 1.9M reactions from USPTO patents (1976-2016). The task is: Predict the product of the given reaction. (1) Given the reactants Cl.[N:2]1([C:8]2[N:13]=[CH:12][C:11]([O:14][CH2:15][C:16]3[C:21]([C:22]#[N:23])=[CH:20][N:19]=[CH:18][CH:17]=3)=[CH:10][N:9]=2)[CH2:7][CH2:6][NH:5][CH2:4][CH2:3]1.Cl[C:25]1[N:30]=[CH:29][C:28]([F:31])=[CH:27][N:26]=1.C(N(C(C)C)C(C)C)C, predict the reaction product. The product is: [F:31][C:28]1[CH:27]=[N:26][C:25]([N:5]2[CH2:4][CH2:3][N:2]([C:8]3[N:13]=[CH:12][C:11]([O:14][CH2:15][C:16]4[C:21]([C:22]#[N:23])=[CH:20][N:19]=[CH:18][CH:17]=4)=[CH:10][N:9]=3)[CH2:7][CH2:6]2)=[N:30][CH:29]=1. (2) Given the reactants [O:1]=[C:2]1[N:6]([C:7]2[CH:8]=[CH:9][C:10]3[CH2:16][C:15](=[O:17])[CH2:14][CH2:13][CH2:12][C:11]=3[CH:18]=2)[CH2:5][C@H:4]([CH2:19][NH:20][C:21](=[O:23])[CH3:22])[O:3]1.[Li+].C[Si]([N-][Si](C)(C)C)(C)C.[O:34]1[C:38]([C:39](Cl)=[O:40])=[CH:37][CH:36]=[N:35]1.[Cl-].[NH4+], predict the reaction product. The product is: [O:34]1[C:38]([C:39]([CH:16]2[C:10]3[CH:9]=[CH:8][C:7]([N:6]4[CH2:5][C@H:4]([CH2:19][NH:20][C:21](=[O:23])[CH3:22])[O:3][C:2]4=[O:1])=[CH:18][C:11]=3[CH2:12][CH2:13][CH2:14][C:15]2=[O:17])=[O:40])=[CH:37][CH:36]=[N:35]1. (3) The product is: [N:1]1([C:11]([C:13]2[CH:14]=[C:15]([C:18]3([C:19]#[N:20])[CH2:26][CH2:25][O:24][CH2:23][CH2:22]3)[S:16][CH:17]=2)=[O:12])[C@@H:10]2[C@@H:5]([CH2:6][CH2:7][CH2:8][CH2:9]2)[CH2:4][CH2:3][CH2:2]1. Given the reactants [N:1]1([C:11]([C:13]2[CH:14]=[C:15]([CH2:18][C:19]#[N:20])[S:16][CH:17]=2)=[O:12])[C@@H:10]2[C@@H:5]([CH2:6][CH2:7][CH2:8][CH2:9]2)[CH2:4][CH2:3][CH2:2]1.Br[CH2:22][CH2:23][O:24][CH2:25][CH2:26]Br.C(=O)([O-])[O-].[Cs+].[Cs+], predict the reaction product. (4) Given the reactants Cl[C:2]1[N:7]=[CH:6][N:5]([C:8]2[CH:13]=[CH:12][C:11]([O:14][CH2:15][C:16]([OH:19])([CH3:18])[CH3:17])=[C:10]([O:20][CH3:21])[CH:9]=2)[C:4](=[O:22])[CH:3]=1.[Cl:23][C:24]1[CH:34]=[CH:33][C:27](/[CH:28]=[CH:29]/B(O)O)=[CH:26][CH:25]=1.P([O-])([O-])([O-])=O.[K+].[K+].[K+], predict the reaction product. The product is: [Cl:23][C:24]1[CH:34]=[CH:33][C:27](/[CH:28]=[CH:29]/[C:2]2[N:7]=[CH:6][N:5]([C:8]3[CH:13]=[CH:12][C:11]([O:14][CH2:15][C:16]([OH:19])([CH3:18])[CH3:17])=[C:10]([O:20][CH3:21])[CH:9]=3)[C:4](=[O:22])[CH:3]=2)=[CH:26][CH:25]=1. (5) Given the reactants [C:1]1([C:15]2[CH:20]=[CH:19][CH:18]=[CH:17][CH:16]=2)[CH:6]=[CH:5][CH:4]=[C:3]([CH:7]([CH2:11][CH:12]([CH3:14])[CH3:13])[C:8]([OH:10])=O)[CH:2]=1.[NH2:21][CH2:22][C:23]#[N:24].C1CN([P+](ON2N=NC3C=CC=CC2=3)(N2CCCC2)N2CCCC2)CC1.F[P-](F)(F)(F)(F)F.C(N(CC)CC)C, predict the reaction product. The product is: [C:1]1([C:15]2[CH:20]=[CH:19][CH:18]=[CH:17][CH:16]=2)[CH:6]=[CH:5][CH:4]=[C:3]([CH:7]([CH2:11][CH:12]([CH3:14])[CH3:13])[C:8]([NH:24][CH2:23][C:22]#[N:21])=[O:10])[CH:2]=1. (6) Given the reactants [F:1][C:2]1[CH:7]=[CH:6][C:5]([N:8]2[C:16]3[CH:15]=[C:14]4[CH2:17][CH2:18][C@H:19]5[C:24]([C@@:13]4([CH3:30])[CH2:12][C:11]=3[CH:10]=[N:9]2)=[CH:23][CH2:22][C@@H:21]([C:25]([F:28])([F:27])[F:26])[C@@H:20]5[NH2:29])=[CH:4][CH:3]=1.[F:31][C:32]1[CH:40]=[CH:39][C:35]([C:36](Cl)=[O:37])=[CH:34][CH:33]=1, predict the reaction product. The product is: [F:1][C:2]1[CH:3]=[CH:4][C:5]([N:8]2[C:16]3[CH:15]=[C:14]4[CH2:17][CH2:18][C@H:19]5[C:24]([C@@:13]4([CH3:30])[CH2:12][C:11]=3[CH:10]=[N:9]2)=[CH:23][CH2:22][C@@H:21]([C:25]([F:27])([F:26])[F:28])[C@@H:20]5[NH:29][C:36](=[O:37])[C:35]2[CH:39]=[CH:40][C:32]([F:31])=[CH:33][CH:34]=2)=[CH:6][CH:7]=1. (7) Given the reactants [C:1](=[N:14][C:15]1[CH:24]=[C:23](Cl)[C:22]2[C:17](=[CH:18][C:19]([S:26][C:27]3[CH:28]=[C:29]([C:33]4([C:39]#[N:40])[CH2:38][CH2:37][O:36][CH2:35][CH2:34]4)[CH:30]=[CH:31][CH:32]=3)=[CH:20][CH:21]=2)[N:16]=1)([C:8]1[CH:13]=[CH:12][CH:11]=[CH:10][CH:9]=1)[C:2]1[CH:7]=[CH:6][CH:5]=[CH:4][CH:3]=1.[C:41]1(B(O)O)[CH:46]=[CH:45][CH:44]=[CH:43][CH:42]=1.C(=O)([O-])[O-].[K+].[K+], predict the reaction product. The product is: [C:1](=[N:14][C:15]1[CH:24]=[C:23]([C:41]2[CH:46]=[CH:45][CH:44]=[CH:43][CH:42]=2)[C:22]2[C:17](=[CH:18][C:19]([S:26][C:27]3[CH:28]=[C:29]([C:33]4([C:39]#[N:40])[CH2:38][CH2:37][O:36][CH2:35][CH2:34]4)[CH:30]=[CH:31][CH:32]=3)=[CH:20][CH:21]=2)[N:16]=1)([C:8]1[CH:13]=[CH:12][CH:11]=[CH:10][CH:9]=1)[C:2]1[CH:7]=[CH:6][CH:5]=[CH:4][CH:3]=1.